This data is from Full USPTO retrosynthesis dataset with 1.9M reactions from patents (1976-2016). The task is: Predict the reactants needed to synthesize the given product. (1) Given the product [CH3:13][C:7]1([CH3:12])[C:6]2[CH:14]=[C:2]([O:1][S:30]([C:24]3[CH:25]=[CH:26][CH:27]=[C:28]([Cl:29])[C:23]=3[Cl:22])(=[O:32])=[O:31])[CH:3]=[CH:4][C:5]=2[NH:10][C:9](=[O:11])[O:8]1, predict the reactants needed to synthesize it. The reactants are: [OH:1][C:2]1[CH:3]=[CH:4][C:5]2[NH:10][C:9](=[O:11])[O:8][C:7]([CH3:13])([CH3:12])[C:6]=2[CH:14]=1.C(N(CC)CC)C.[Cl:22][C:23]1[C:28]([Cl:29])=[CH:27][CH:26]=[CH:25][C:24]=1[S:30](Cl)(=[O:32])=[O:31]. (2) Given the product [F:1][C:2]1[CH:7]=[CH:6][C:5]([S:8]([F:12])(=[O:10])=[O:9])=[CH:4][CH:3]=1, predict the reactants needed to synthesize it. The reactants are: [F:1][C:2]1[CH:7]=[CH:6][C:5]([S:8](Cl)(=[O:10])=[O:9])=[CH:4][CH:3]=1.[F-:12].[K+].C([O-])(O)=O.[Na+]. (3) Given the product [Cl:27][C:26]1[C:17]([Cl:16])=[CH:18][C:19]2[N:23]([C:9]([O:11][C:12]([CH3:13])([CH3:14])[CH3:15])=[O:10])[C:22](=[O:24])[N:21]([C:9]([O:11][C:12]([CH3:15])([CH3:14])[CH3:13])=[O:10])[C:20]=2[CH:25]=1, predict the reactants needed to synthesize it. The reactants are: [CH3:13][C:12]([O:11][C:9](O[C:9]([O:11][C:12]([CH3:15])([CH3:14])[CH3:13])=[O:10])=[O:10])([CH3:15])[CH3:14].[Cl:16][C:17]1[C:26]([Cl:27])=[CH:25][C:20]2[NH:21][C:22](=[O:24])[NH:23][C:19]=2[CH:18]=1. (4) Given the product [Cl:14][C:15]1[CH:16]=[CH:17][C:18]([C:21]2([C:26]3[CH:27]=[CH:28][C:29]4[C:12]([CH:31]=3)=[C:11]([C:7]3[CH:8]=[CH:9][CH:10]=[C:5]([O:4][CH3:3])[CH:6]=3)[O:33][N:32]=4)[O:22][CH2:23][CH2:24][O:25]2)=[CH:19][CH:20]=1, predict the reactants needed to synthesize it. The reactants are: [OH-].[Na+].[CH3:3][O:4][C:5]1[CH:6]=[C:7]([CH2:11][C:12]#N)[CH:8]=[CH:9][CH:10]=1.[Cl:14][C:15]1[CH:20]=[CH:19][C:18]([C:21]2([C:26]3[CH:31]=C[C:29]([N+:32]([O-])=[O:33])=[CH:28][CH:27]=3)[O:25][CH2:24][CH2:23][O:22]2)=[CH:17][CH:16]=1.O. (5) Given the product [CH3:11][O:10][C:9]1[CH:8]=[CH:7][C:4]([CH:5]=[O:6])=[CH:3][C:2]=1[C:15]1[C:14]([O:13][CH3:12])=[CH:19][CH:18]=[CH:17][C:16]=1[O:20][CH3:21], predict the reactants needed to synthesize it. The reactants are: Br[C:2]1[CH:3]=[C:4]([CH:7]=[CH:8][C:9]=1[O:10][CH3:11])[CH:5]=[O:6].[CH3:12][O:13][C:14]1[CH:19]=[CH:18][CH:17]=[C:16]([O:20][CH3:21])[C:15]=1B(O)O.C(=O)([O-])[O-].[Na+].[Na+].Cl. (6) Given the product [C:55]([OH:67])([C:37]([F:40])([F:39])[F:38])=[O:56].[C:9](#[N:8])[CH3:10].[C:55]([OH:67])([C:37]([F:40])([F:39])[F:38])=[O:56].[OH2:5], predict the reactants needed to synthesize it. The reactants are: C([O:5]C([NH:8][CH2:9][CH:10](C)CCCCCCC[CH2:10][C:9]([NH:8]C(CC1C=CC=CC=1)C(NCC(=O)COC(=O)C1C([C:37]([F:40])([F:39])[F:38])=CC=CC=1[C:37]([F:40])([F:39])[F:38])=O)=O)=[O:5])(C)(C)C.[CH3:55][OH:56].CCN(C(C)C)C(C)C.Cl.[O:67]1CCOCC1. (7) Given the product [Cl:12][C:9]1[CH:10]=[CH:11][C:2]([C:21]#[C:20][Si:22]([CH3:25])([CH3:24])[CH3:23])=[C:3]([CH:8]=1)[C:4]([O:6][CH3:7])=[O:5], predict the reactants needed to synthesize it. The reactants are: Br[C:2]1[CH:11]=[CH:10][C:9]([Cl:12])=[CH:8][C:3]=1[C:4]([O:6][CH3:7])=[O:5].C(N(CC)CC)C.[C:20]([Si:22]([CH3:25])([CH3:24])[CH3:23])#[CH:21]. (8) Given the product [CH:26](=[C:11]1[CH2:12][CH2:13][C:8]([N:7]([CH3:21])[CH3:6])([C:15]2[CH:20]=[CH:19][CH:18]=[CH:17][CH:16]=2)[CH2:9][CH2:10]1)[CH2:22][CH2:23][CH3:24], predict the reactants needed to synthesize it. The reactants are: CCOCC.[CH3:6][N:7]([CH3:21])[C:8]1([C:15]2[CH:20]=[CH:19][CH:18]=[CH:17][CH:16]=2)[CH2:13][CH2:12][C:11](=O)[CH2:10][CH2:9]1.[CH2:22]1[CH2:26]O[CH2:24][CH2:23]1. (9) Given the product [ClH:5].[ClH:5].[ClH:5].[Cl:5][C:6]1[CH:31]=[CH:30][C:9]2[N:10]3[C:14]([CH2:15][N:16]([CH3:1])[CH2:17][C:8]=2[CH:7]=1)=[N:13][N:12]=[C:11]3[CH:18]1[CH2:19][CH2:20][N:21]([C:24]2[CH:29]=[CH:28][CH:27]=[CH:26][N:25]=2)[CH2:22][CH2:23]1, predict the reactants needed to synthesize it. The reactants are: [C:1](O)(=O)C.[Cl:5][C:6]1[CH:31]=[CH:30][C:9]2[N:10]3[C:14]([CH2:15][NH:16][CH2:17][C:8]=2[CH:7]=1)=[N:13][N:12]=[C:11]3[CH:18]1[CH2:23][CH2:22][N:21]([C:24]2[CH:29]=[CH:28][CH:27]=[CH:26][N:25]=2)[CH2:20][CH2:19]1.C=O.C(O[BH-](OC(=O)C)OC(=O)C)(=O)C.[Na+]. (10) Given the product [C:1]([O:5][C:6]([N:8]1[CH2:13][C@H:12]([CH2:14][OH:15])[N:11]([CH2:39][C:40]([N:28]2[C:22]3[CH:21]=[C:20]([C:19]([F:18])([F:37])[C:31]4[CH:32]=[CH:33][CH:34]=[CH:35][CH:36]=4)[N:25]=[CH:24][C:23]=3[C:26]([CH3:30])([CH3:29])[CH2:27]2)=[O:41])[CH2:10][C@H:9]1[CH3:16])=[O:7])([CH3:4])([CH3:3])[CH3:2], predict the reactants needed to synthesize it. The reactants are: [C:1]([O:5][C:6]([N:8]1[CH2:13][C@H:12]([CH2:14][OH:15])[NH:11][CH2:10][C@H:9]1[CH3:16])=[O:7])([CH3:4])([CH3:3])[CH3:2].Cl.[F:18][C:19]([F:37])([C:31]1[CH:36]=[CH:35][CH:34]=[CH:33][CH:32]=1)[C:20]1[N:25]=[CH:24][C:23]2[C:26]([CH3:30])([CH3:29])[CH2:27][NH:28][C:22]=2[CH:21]=1.Cl[CH2:39][C:40](Cl)=[O:41].CCN(C(C)C)C(C)C.